This data is from Experimentally validated miRNA-target interactions with 360,000+ pairs, plus equal number of negative samples. The task is: Binary Classification. Given a miRNA mature sequence and a target amino acid sequence, predict their likelihood of interaction. (1) The miRNA is mmu-miR-466d-5p with sequence UGUGUGUGCGUACAUGUACAUG. The protein sequence of the target gene is MMDGRLLEHPHAQFGGSLGGVVGFPYPLGHHHVYELAGHQLQSAAAAAAAASVPFSIDGLLSGSCAAAAASVVNPTPLLPAACGVAGESQPFKLADSGDPDKESPGCKRRRTRTNFTGWQLEELEKAFNESHYPDVFMREALALRLDLVESRVQVWFQNRRAKWRKKENTKKGPGRPAHNSHPTTCSGEPMDPEEIARKELEKMEKKKRKHEKKLLKSQSRHLHSPGGLSLHSAPSSDSDSGGGGLSPEPPEPPPPTAAAKGPGAHGSGIAGSAPVPPGEPPAPGTCDPAFYPSQRSGAG.... Result: 1 (interaction). (2) The miRNA is hsa-miR-6074 with sequence GAUAUUCAGAGGCUAGGUGG. The protein sequence of the target gene is MGSGGDSLLGGRGSLPLLLLLIMGGMAQDSPPQILVHPQDQLFQGPGPARMSCQASGQPPPTIRWLLNGQPLSMVPPDPHHLLPDGTLLLLQPPARGHAHDGQALSTDLGVYTCEASNRLGTAVSRGARLSVAVLREDFQIQPRDMVAVVGEQFTLECGPPWGHPEPTVSWWKDGKPLALQPGRHTVSGGSLLMARAEKSDEGTYMCVATNSAGHRESRAARVSIQEPQDYTEPVELLAVRIQLENVTLLNPDPAEGPKPRPAVWLSWKVSGPAAPAQSYTALFRTQTAPGGQGAPWAEE.... Result: 1 (interaction). (3) The miRNA is hsa-miR-3120-3p with sequence CACAGCAAGUGUAGACAGGCA. The protein sequence of the target gene is MAESEVLHRRAPSRSSWLRVRKARPHLLLSRRGRRRFGVLTRVELRRLRRRLLRAHALGGDWKQVAPAGAHVAVKCKLRARSRPAPRSPPTPSVPPAPCTASATCSLLNPRNHSTPQSRAGRPVRKVSPNVTQPVRDLGSGRVLMMLPPGEGFTFSGICRVTCVYGQLEVYGHIINQGQPPQDVFSVYTHSYLTINGVPYAEPEKSEKAIRREIRALLKPYTKLDDRNWVVRYFPPLGSIMILERMQSRFVDFLKTYKCSSYVLLQENAPVRVNSEFTTLKKIGIRRQKRKKAICLSESG.... Result: 0 (no interaction). (4) The miRNA is mmu-miR-381-3p with sequence UAUACAAGGGCAAGCUCUCUGU. The protein sequence of the target gene is MSAEGYQYRALYDYKKEREEDIDLHLGDILTVNKGSLVALGFSDGQEARPEDIGWLNGYNETTGERGDFPGTYVEYIGRKRISPPTPKPRPPRPLPVAPGSSKTEADTEQQALPLPDLAEQFAPPDVAPPLLIKLLEAIEKKGLECSTLYRTQSSSNPAELRQLLDCDAASVDLEMIDVHVLADAFKRYLADLPNPVIPVAVYNEMMSLAQELQSPEDCIQLLKKLIRLPNIPHQCWLTLQYLLKHFFKLSQASSKNLLNARVLSEIFSPVLFRFPAASSDNTEHLIKAIEILISTEWNE.... Result: 1 (interaction).